Dataset: Reaction yield outcomes from USPTO patents with 853,638 reactions. Task: Predict the reaction yield, written as a fraction of the theoretical maximum amount of product (1.0 means a 100% yield; for example, 0.34 means a 34% yield). (1) The reactants are [CH3:1][C:2]1[CH:7]=[CH:6][C:5]([S:8]([CH2:11][CH:12]([CH2:15][CH2:16][CH2:17][CH3:18])[CH:13]=[O:14])(=[O:10])=[O:9])=[CH:4][CH:3]=1.O[CH:20]([CH:22]=[CH2:23])[CH3:21].C1(C)C=CC(S(O)(=O)=O)=CC=1. The catalyst is C1(C)C=CC=CC=1. The product is [CH2:15]([C:12]([CH2:11][S:8]([C:5]1[CH:4]=[CH:3][C:2]([CH3:1])=[CH:7][CH:6]=1)(=[O:10])=[O:9])([CH2:21]/[CH:20]=[CH:22]/[CH3:23])[CH:13]=[O:14])[CH2:16][CH2:17][CH3:18]. The yield is 1.00. (2) The reactants are [CH3:1][O:2][C:3]1[CH:8]=[CH:7][C:6]([C:9]2[CH:10]=[C:11]([CH2:14][OH:15])[NH:12][N:13]=2)=[CH:5][CH:4]=1. The catalyst is [O-2].[O-2].[Mn+4].C(Cl)(Cl)Cl. The product is [CH3:1][O:2][C:3]1[CH:4]=[CH:5][C:6]([C:9]2[CH:10]=[C:11]([CH:14]=[O:15])[NH:12][N:13]=2)=[CH:7][CH:8]=1. The yield is 0.440. (3) The reactants are C(OC([NH:8][C@@H:9]([CH2:25][C:26]1[CH:31]=[CH:30][C:29]([OH:32])=[C:28]([OH:33])[CH:27]=1)[C:10]([O:12][CH2:13][C@H:14]([O:16][C:17]([C:19]1[CH:24]=[CH:23][CH:22]=[CH:21][CH:20]=1)=[O:18])[CH3:15])=[O:11])=O)(C)(C)C.[ClH:34]. The catalyst is O1CCOCC1. The product is [ClH:34].[NH2:8][C@@H:9]([CH2:25][C:26]1[CH:31]=[CH:30][C:29]([OH:32])=[C:28]([OH:33])[CH:27]=1)[C:10]([O:12][CH2:13][C@H:14]([O:16][C:17]([C:19]1[CH:24]=[CH:23][CH:22]=[CH:21][CH:20]=1)=[O:18])[CH3:15])=[O:11]. The yield is 0.870. (4) The reactants are [NH:1]1[CH2:6][CH2:5][O:4][CH2:3][CH2:2]1.[C:7](=[S:9])=[S:8].[OH-].[Na+].S(OC)(O[CH3:16])(=O)=O. The catalyst is O. The product is [N:1]1([C:7]([S:9][CH3:16])=[S:8])[CH2:6][CH2:5][O:4][CH2:3][CH2:2]1. The yield is 0.880. (5) The reactants are [OH:1][C:2]1[CH:7]=[CH:6][C:5]([C:8]2[C:17]([CH2:18][OH:19])=[C:16]3[C:11]([NH:12][C:13]([CH3:22])([CH3:21])[C:14](=[O:20])[NH:15]3)=[CH:10][CH:9]=2)=[C:4]([O:23][CH3:24])[CH:3]=1.C(N(CC)CC)C.[CH3:32][C:33]1[CH:41]=[CH:40][CH:39]=[CH:38][C:34]=1[C:35](Cl)=[O:36]. The catalyst is O1CCCC1.C(OCC)(=O)C. The product is [OH:19][CH2:18][C:17]1[C:8]([C:5]2[CH:6]=[CH:7][C:2]([O:1][C:35](=[O:36])[C:34]3[CH:38]=[CH:39][CH:40]=[CH:41][C:33]=3[CH3:32])=[CH:3][C:4]=2[O:23][CH3:24])=[CH:9][CH:10]=[C:11]2[C:16]=1[NH:15][C:14](=[O:20])[C:13]([CH3:21])([CH3:22])[NH:12]2. The yield is 0.620. (6) The reactants are Br[C:2]1[CH:3]=[C:4]2[C:8](=[CH:9][CH:10]=1)[C:7]([CH3:12])([CH3:11])[CH2:6][C:5]2([CH3:14])[CH3:13].C([Li])(C)(C)C.[N:20]([C:29]([O:31][C:32]([CH3:35])([CH3:34])[CH3:33])=[O:30])=[N:21][C:22]([O:24][C:25]([CH3:28])([CH3:27])[CH3:26])=[O:23]. The catalyst is O1CCCC1. The product is [CH3:11][C:7]1([CH3:12])[C:8]2[C:4](=[CH:3][C:2]([N:20]([C:29]([O:31][C:32]([CH3:35])([CH3:34])[CH3:33])=[O:30])[NH:21][C:22]([O:24][C:25]([CH3:26])([CH3:27])[CH3:28])=[O:23])=[CH:10][CH:9]=2)[C:5]([CH3:14])([CH3:13])[CH2:6]1. The yield is 0.593. (7) The reactants are [F:1][C:2]1[CH:8]=[C:7](I)[CH:6]=[CH:5][C:3]=1[NH2:4].[CH3:10][C:11]1[CH:15]=[CH:14][NH:13][N:12]=1.C([O-])([O-])=O.[Cs+].[Cs+].N[C@@H]1CCCC[C@H]1N. The catalyst is [Cu]I. The product is [F:1][C:2]1[CH:8]=[C:7]([N:13]2[CH:14]=[CH:15][C:11]([CH3:10])=[N:12]2)[CH:6]=[CH:5][C:3]=1[NH2:4]. The yield is 0.380. (8) The reactants are [Cl-].O[NH3+:3].[C:4](=[O:7])([O-])[OH:5].[Na+].CS(C)=O.[Si]([O:20][CH2:21][C:22]([CH3:58])([CH3:57])[O:23][C:24]1[CH:29]=[CH:28][C:27]([C:30]2[C:35](=[O:36])[N:34]([CH2:37][C:38]3[CH:43]=[CH:42][C:41]([C:44]4[C:45]([C:50]#[N:51])=[CH:46][CH:47]=[CH:48][CH:49]=4)=[CH:40][CH:39]=3)[C:33]([CH2:52][CH2:53][CH3:54])=[N:32][C:31]=2[CH2:55][CH3:56])=[CH:26][CH:25]=1)(C(C)(C)C)(C)C. The catalyst is C(OCC)(=O)C. The product is [CH2:55]([C:31]1[N:32]=[C:33]([CH2:52][CH2:53][CH3:54])[N:34]([CH2:37][C:38]2[CH:39]=[CH:40][C:41]([C:44]3[CH:49]=[CH:48][CH:47]=[CH:46][C:45]=3[C:50]3[NH:3][C:4](=[O:7])[O:5][N:51]=3)=[CH:42][CH:43]=2)[C:35](=[O:36])[C:30]=1[C:27]1[CH:28]=[CH:29][C:24]([O:23][C:22]([CH3:58])([CH3:57])[CH2:21][OH:20])=[CH:25][CH:26]=1)[CH3:56]. The yield is 0.750. (9) The catalyst is O.C1COCC1. The yield is 0.950. The product is [CH3:24][C:21]1[CH:22]=[CH:23][N:18]([C:9]2[CH:8]=[C:7]([CH:12]=[C:11]([N:13]3[CH:17]=[N:16][N:15]=[N:14]3)[CH:10]=2)[C:6]([OH:26])=[O:5])[C:19](=[O:25])[CH:20]=1. The reactants are O[Li].O.C[O:5][C:6](=[O:26])[C:7]1[CH:12]=[C:11]([N:13]2[CH:17]=[N:16][N:15]=[N:14]2)[CH:10]=[C:9]([N:18]2[CH:23]=[CH:22][C:21]([CH3:24])=[CH:20][C:19]2=[O:25])[CH:8]=1.